Dataset: Reaction yield outcomes from USPTO patents with 853,638 reactions. Task: Predict the reaction yield, written as a fraction of the theoretical maximum amount of product (1.0 means a 100% yield; for example, 0.34 means a 34% yield). (1) The reactants are [Cl:1][C:2]1[CH:11]=[C:10]2[C:5]([CH2:6][CH2:7][N:8]([C:45]([O:47][C:48]([CH3:51])([CH3:50])[CH3:49])=[O:46])[C@H:9]2[C:12]2[CH:16]=[C:15]([C:17]([C:19]3[C:20]([NH:25][C@H:26]4[CH2:30][C@H:29]([O:31][Si:32]([CH:39]([CH3:41])[CH3:40])([CH:36]([CH3:38])[CH3:37])[CH:33]([CH3:35])[CH3:34])[C@@H:28]([CH2:42][OH:43])[CH2:27]4)=[N:21][CH:22]=[N:23][CH:24]=3)=[O:18])[S:14][C:13]=2[CH3:44])=[CH:4][CH:3]=1.C(N(CC)CC)C.Cl[S:60]([NH2:63])(=[O:62])=[O:61].CO.C([O-])(O)=O.[Na+]. The yield is 0.890. The product is [Cl:1][C:2]1[CH:11]=[C:10]2[C:5]([CH2:6][CH2:7][N:8]([C:45]([O:47][C:48]([CH3:51])([CH3:50])[CH3:49])=[O:46])[C@H:9]2[C:12]2[CH:16]=[C:15]([C:17]([C:19]3[C:20]([NH:25][C@H:26]4[CH2:30][C@H:29]([O:31][Si:32]([CH:36]([CH3:37])[CH3:38])([CH:39]([CH3:40])[CH3:41])[CH:33]([CH3:35])[CH3:34])[C@@H:28]([CH2:42][O:43][S:60](=[O:62])(=[O:61])[NH2:63])[CH2:27]4)=[N:21][CH:22]=[N:23][CH:24]=3)=[O:18])[S:14][C:13]=2[CH3:44])=[CH:4][CH:3]=1. The catalyst is CC1CCCO1.CN(C=O)C. (2) The reactants are [NH:1]1[CH2:5][CH2:4][C:3]2([CH2:10][CH:9]3[CH2:11][N:6]2[CH2:7][CH2:8]3)[CH2:2]1.C1(P(C2C=CC=CC=2)C2C=CC3C(=CC=CC=3)C=2C2C3C(=CC=CC=3)C=CC=2P(C2C=CC=CC=2)C2C=CC=CC=2)C=CC=CC=1.CC(C)([O-])C.[K+].Br[C:65]1[CH:66]=[C:67]([O:71][CH2:72][CH3:73])[CH:68]=[N:69][CH:70]=1. The catalyst is C1(C)C=CC=CC=1. The product is [CH2:72]([O:71][C:67]1[CH:66]=[C:65]([N:1]2[CH2:5][CH2:4][C:3]3([CH2:10][CH:9]4[CH2:11][N:6]3[CH2:7][CH2:8]4)[CH2:2]2)[CH:70]=[N:69][CH:68]=1)[CH3:73]. The yield is 0.270. (3) The reactants are [CH2:1]([NH:4][C:5](=[O:13])[C:6]1[CH:11]=[CH:10][CH:9]=[C:8](Br)[CH:7]=1)[CH2:2][CH3:3].[F:14][C:15]1[CH:20]=[CH:19][C:18](B(O)O)=[CH:17][CH:16]=1. No catalyst specified. The product is [CH2:1]([NH:4][C:5](=[O:13])[C:6]1[CH:11]=[CH:10][CH:9]=[C:8]([C:18]2[CH:19]=[CH:20][C:15]([F:14])=[CH:16][CH:17]=2)[CH:7]=1)[CH2:2][CH3:3]. The yield is 0.700. (4) The reactants are [CH3:1][C:2]1([CH3:10])[NH:7][C:6](=[O:8])[CH2:5][C:4](=[O:9])[CH2:3]1.[OH-].[K+].Br[CH2:14][C:15](=O)[C:16]([OH:18])=[O:17]. The catalyst is O.CO. The product is [CH3:1][C:2]1([CH3:10])[NH:7][C:6](=[O:8])[C:5]2[C:15]([C:16]([OH:18])=[O:17])=[CH:14][O:9][C:4]=2[CH2:3]1. The yield is 0.322. (5) The yield is 0.550. The catalyst is C1CCCCC1.CCOC(C)=O. The product is [C:15]1([CH:14]([C:21]2[CH:26]=[CH:25][CH:24]=[CH:23][CH:22]=2)[CH2:13][NH:12][C:10]2[C:9]3[C:4](=[CH:5][CH:6]=[CH:7][CH:8]=3)[N:3]=[C:2]([N:27]3[CH:31]=[N:30][CH:29]=[N:28]3)[N:11]=2)[CH:20]=[CH:19][CH:18]=[CH:17][CH:16]=1. The reactants are Cl[C:2]1[N:11]=[C:10]([NH:12][CH2:13][CH:14]([C:21]2[CH:26]=[CH:25][CH:24]=[CH:23][CH:22]=2)[C:15]2[CH:20]=[CH:19][CH:18]=[CH:17][CH:16]=2)[C:9]2[C:4](=[CH:5][CH:6]=[CH:7][CH:8]=2)[N:3]=1.[NH:27]1[CH:31]=[N:30][CH:29]=[N:28]1.C1(C(C2C=CC=CC=2)CNC2C3C(=CC=CC=3)N=C(N3C=CN=C3)N=2)C=CC=CC=1. (6) The reactants are [F:1][C:2]1[CH:7]=[C:6]([O:8][CH2:9][C:10]2[CH:15]=[CH:14][C:13]([CH:16]([S:20][C:21]3[S:22][CH:23]=[C:24]([C:26]4[CH:31]=[CH:30][CH:29]=[CH:28][CH:27]=4)[N:25]=3)[CH2:17][CH2:18][CH3:19])=[CH:12][CH:11]=2)[CH:5]=[CH:4][C:3]=1[CH2:32][CH2:33][C:34]([O:36]CC)=[O:35].[OH-].[Na+].O.Cl. The catalyst is C(O)C.O1CCCC1. The product is [F:1][C:2]1[CH:7]=[C:6]([O:8][CH2:9][C:10]2[CH:11]=[CH:12][C:13]([CH:16]([S:20][C:21]3[S:22][CH:23]=[C:24]([C:26]4[CH:27]=[CH:28][CH:29]=[CH:30][CH:31]=4)[N:25]=3)[CH2:17][CH2:18][CH3:19])=[CH:14][CH:15]=2)[CH:5]=[CH:4][C:3]=1[CH2:32][CH2:33][C:34]([OH:36])=[O:35]. The yield is 0.970. (7) The reactants are [CH3:1][O:2][C:3](=[O:36])[CH:4]([NH:28][C:29]([O:31][C:32]([CH3:35])([CH3:34])[CH3:33])=[O:30])[CH2:5][O:6][C:7]1[CH:12]=[CH:11][C:10]([CH2:13][CH2:14][CH2:15][CH2:16][NH:17]C(OCC2C=CC=CC=2)=O)=[CH:9][CH:8]=1. The catalyst is CO.[Pd]. The product is [CH3:1][O:2][C:3](=[O:36])[CH:4]([NH:28][C:29]([O:31][C:32]([CH3:34])([CH3:33])[CH3:35])=[O:30])[CH2:5][O:6][C:7]1[CH:8]=[CH:9][C:10]([CH2:13][CH2:14][CH2:15][CH2:16][NH2:17])=[CH:11][CH:12]=1. The yield is 0.980. (8) The reactants are [CH2:1]([OH:8])[CH2:2][CH2:3][CH2:4][CH2:5][CH2:6][OH:7].[O-2].[Al+3].[O-2].[O-2].[Al+3].[C:14]1(=[O:21])[O:20][CH2:19][CH2:18][CH2:17][CH2:16][CH2:15]1. The catalyst is [H][H].[Cu]=O.[O-]CCCC.[O-]CCCC.[O-]CCCC.[O-]CCCC.[Ti+4]. The product is [CH:14]([OH:21])([OH:20])[CH2:15][CH2:16][CH2:17][CH2:18][CH3:19].[C:1]1(=[O:8])[O:7][CH2:6][CH2:5][CH2:4][CH2:3][CH2:2]1.[OH:7][CH2:6][CH2:5][CH2:4][CH2:3][CH2:2][C:1]([OH:20])=[O:8]. The yield is 0.410.